Dataset: Forward reaction prediction with 1.9M reactions from USPTO patents (1976-2016). Task: Predict the product of the given reaction. (1) Given the reactants Cl.[CH3:2][O:3][CH2:4][C@H:5]1[O:10][CH2:9][CH2:8][NH:7][CH2:6]1.Br[CH2:12][CH2:13][CH2:14][Cl:15].C(=O)([O-])[O-].[K+].[K+].C(OCC)(=O)C, predict the reaction product. The product is: [ClH:15].[Cl:15][CH2:14][CH2:13][CH2:12][N:7]1[CH2:8][CH2:9][O:10][C@H:5]([CH2:4][O:3][CH3:2])[CH2:6]1. (2) Given the reactants [Cl:1][C:2]1[CH:36]=[CH:35][C:34]([CH2:37][CH2:38][CH2:39][O:40][CH3:41])=[CH:33][C:3]=1[CH2:4][N:5]([CH:30]1[CH2:32][CH2:31]1)[C:6]([C@@H:8]1[C@:13]([C:15]2[CH:20]=[CH:19][C:18]([F:21])=[C:17]([F:22])[CH:16]=2)([OH:14])[CH2:12][CH2:11][N:10](C(OC(C)(C)C)=O)[CH2:9]1)=[O:7].Cl, predict the reaction product. The product is: [Cl:1][C:2]1[CH:36]=[CH:35][C:34]([CH2:37][CH2:38][CH2:39][O:40][CH3:41])=[CH:33][C:3]=1[CH2:4][N:5]([CH:30]1[CH2:32][CH2:31]1)[C:6]([CH:8]1[C:13]([C:15]2[CH:20]=[CH:19][C:18]([F:21])=[C:17]([F:22])[CH:16]=2)([OH:14])[CH2:12][CH2:11][NH:10][CH2:9]1)=[O:7]. (3) Given the reactants [Cl:1][C:2]1[CH:7]=[CH:6][CH:5]=[CH:4][C:3]=1B(O)O.Br[C:12]1[CH:16]=[CH:15][O:14][CH:13]=1, predict the reaction product. The product is: [O:14]1[CH:15]=[CH:16][C:12]([C:3]2[CH:4]=[CH:5][CH:6]=[CH:7][C:2]=2[Cl:1])=[CH:13]1. (4) Given the reactants [O:1]1[CH:5]=[CH:4][CH:3]=[C:2]1[CH2:6][NH:7][C@:8]12[CH2:43][CH2:42][C@@H:41]([C:44]([CH3:46])=[CH2:45])[C@@H:9]1[C@@H:10]1[C@@:23]([CH3:26])([CH2:24][CH2:25]2)[C@@:22]2([CH3:27])[C@@H:13]([C@:14]3([CH3:40])[C@@H:19]([CH2:20][CH2:21]2)[C:18]([CH3:29])([CH3:28])[C:17]([C:30]2[CH:39]=[CH:38][C:33]([C:34]([O:36]C)=[O:35])=[CH:32][CH:31]=2)=[CH:16][CH2:15]3)[CH2:12][CH2:11]1.[OH-].[Na+], predict the reaction product. The product is: [O:1]1[CH:5]=[CH:4][CH:3]=[C:2]1[CH2:6][NH:7][C@:8]12[CH2:43][CH2:42][C@@H:41]([C:44]([CH3:46])=[CH2:45])[C@@H:9]1[C@@H:10]1[C@@:23]([CH3:26])([CH2:24][CH2:25]2)[C@@:22]2([CH3:27])[C@@H:13]([C@:14]3([CH3:40])[C@@H:19]([CH2:20][CH2:21]2)[C:18]([CH3:29])([CH3:28])[C:17]([C:30]2[CH:39]=[CH:38][C:33]([C:34]([OH:36])=[O:35])=[CH:32][CH:31]=2)=[CH:16][CH2:15]3)[CH2:12][CH2:11]1. (5) Given the reactants Cl[C:2]1[CH:7]=[CH:6][C:5]([N+:8]([O-:10])=[O:9])=[CH:4][C:3]=1[C:11]([F:14])([F:13])[F:12].[F:15][C:16]([F:26])([F:25])[O:17][C:18]1[CH:23]=[CH:22][C:21]([OH:24])=[CH:20][CH:19]=1.C(=O)([O-])[O-].[K+].[K+], predict the reaction product. The product is: [N+:8]([C:5]1[CH:6]=[CH:7][C:2]([O:24][C:21]2[CH:22]=[CH:23][C:18]([O:17][C:16]([F:15])([F:25])[F:26])=[CH:19][CH:20]=2)=[C:3]([C:11]([F:14])([F:13])[F:12])[CH:4]=1)([O-:10])=[O:9]. (6) Given the reactants C1CN([P+](ON2N=NC3C=CC=CC2=3)(N2CCCC2)N2CCCC2)CC1.F[P-](F)(F)(F)(F)F.C(N(CC)C(C)C)(C)C.[Cl:43][C:44]1[CH:45]=[CH:46][C:47]2[N:53]3[C:54]([CH:57]([CH3:59])[CH3:58])=[N:55][N:56]=[C:52]3[CH:51]([CH2:60][C:61](O)=[O:62])[O:50][CH:49]([C:64]3[CH:69]=[CH:68][CH:67]=[C:66]([O:70][CH3:71])[C:65]=3[O:72][CH3:73])[C:48]=2[CH:74]=1.[NH:75]1[CH2:80][CH2:79][NH:78][CH2:77][C:76]1=[O:81], predict the reaction product. The product is: [Cl:43][C:44]1[CH:45]=[CH:46][C:47]2[N:53]3[C:54]([CH:57]([CH3:59])[CH3:58])=[N:55][N:56]=[C:52]3[CH:51]([CH2:60][C:61]([N:78]3[CH2:79][CH2:80][NH:75][C:76](=[O:81])[CH2:77]3)=[O:62])[O:50][CH:49]([C:64]3[CH:69]=[CH:68][CH:67]=[C:66]([O:70][CH3:71])[C:65]=3[O:72][CH3:73])[C:48]=2[CH:74]=1. (7) Given the reactants [Cl:1][C:2]1[C:9]([CH3:10])=[C:8](I)[CH:7]=[CH:6][C:3]=1[C:4]#[N:5].[OH:12][C@:13]1([CH3:20])[C@H:17]([CH3:18])[NH:16][C:15](=[O:19])[CH2:14]1.C1(P(C2C=CC=CC=2)C2C3OC4C(=CC=CC=4P(C4C=CC=CC=4)C4C=CC=CC=4)C(C)(C)C=3C=CC=2)C=CC=CC=1.C(=O)([O-])[O-].[Cs+].[Cs+], predict the reaction product. The product is: [Cl:1][C:2]1[C:9]([CH3:10])=[C:8]([N:16]2[C:15](=[O:19])[CH2:14][C@@:13]([OH:12])([CH3:20])[C@@H:17]2[CH3:18])[CH:7]=[CH:6][C:3]=1[C:4]#[N:5].